Regression. Given a peptide amino acid sequence and an MHC pseudo amino acid sequence, predict their binding affinity value. This is MHC class II binding data. From a dataset of Peptide-MHC class II binding affinity with 134,281 pairs from IEDB. (1) The peptide sequence is NGDGDVVAVDIKEKG. The MHC is HLA-DPA10201-DPB11401 with pseudo-sequence HLA-DPA10201-DPB11401. The binding affinity (normalized) is 0.180. (2) The peptide sequence is LCQVFADATPTGWGL. The MHC is DRB3_0101 with pseudo-sequence DRB3_0101. The binding affinity (normalized) is 0.307. (3) The peptide sequence is VEGAGDTDAIAGRVAQIRQE. The MHC is DRB1_0301 with pseudo-sequence DRB1_0301. The binding affinity (normalized) is 0.0536. (4) The peptide sequence is KLMNSPEFHLVFGNC. The MHC is DRB1_1101 with pseudo-sequence DRB1_1101. The binding affinity (normalized) is 0.145. (5) The peptide sequence is VFSPGRKNGSFIIDG. The MHC is DRB3_0101 with pseudo-sequence DRB3_0101. The binding affinity (normalized) is 0.714. (6) The peptide sequence is SGPLKAEIAQRLEDV. The MHC is DRB1_0901 with pseudo-sequence DRB1_0901. The binding affinity (normalized) is 0.393. (7) The peptide sequence is SKLKAEATTDGLGWY. The MHC is HLA-DQA10101-DQB10501 with pseudo-sequence HLA-DQA10101-DQB10501. The binding affinity (normalized) is 0. (8) The peptide sequence is QITKIQNFRVYYRDSRDPIW. The MHC is DRB1_0901 with pseudo-sequence DRB1_0901. The binding affinity (normalized) is 0.418. (9) The peptide sequence is TKKYFAATQFEPLAA. The MHC is HLA-DQA10501-DQB10301 with pseudo-sequence HLA-DQA10501-DQB10301. The binding affinity (normalized) is 0.172. (10) The peptide sequence is KMIGGIGGFVKVRQYDQIPI. The MHC is DRB1_1101 with pseudo-sequence DRB1_1101. The binding affinity (normalized) is 0.422.